This data is from NCI-60 drug combinations with 297,098 pairs across 59 cell lines. The task is: Regression. Given two drug SMILES strings and cell line genomic features, predict the synergy score measuring deviation from expected non-interaction effect. Drug 1: CC(CN1CC(=O)NC(=O)C1)N2CC(=O)NC(=O)C2. Drug 2: C1=CN(C=N1)CC(O)(P(=O)(O)O)P(=O)(O)O. Cell line: U251. Synergy scores: CSS=12.8, Synergy_ZIP=-7.23, Synergy_Bliss=-8.95, Synergy_Loewe=-7.79, Synergy_HSA=-7.84.